Dataset: Reaction yield outcomes from USPTO patents with 853,638 reactions. Task: Predict the reaction yield, written as a fraction of the theoretical maximum amount of product (1.0 means a 100% yield; for example, 0.34 means a 34% yield). (1) The reactants are C([O:3][C:4]([C:6]1[C:7]2[N:15]([CH2:16][CH2:17][Cl:18])[CH:14]=[N:13][C:8]=2[C:9]([NH2:12])=[N:10][CH:11]=1)=[O:5])C.[OH-].[Na+].C1COCC1.CO. The yield is 0.530. The product is [NH2:12][C:9]1[C:8]2[N:13]=[CH:14][N:15]([CH2:16][CH2:17][Cl:18])[C:7]=2[C:6]([C:4]([OH:5])=[O:3])=[CH:11][N:10]=1. The catalyst is C1(C)C=CC=CC=1. (2) The reactants are [C:1]([O:5][C:6](=[O:16])[NH:7][C:8]1[CH:13]=[CH:12][CH:11]=[C:10]([C:14]#[CH:15])[CH:9]=1)([CH3:4])([CH3:3])[CH3:2].[F:17][CH:18]([F:27])[O:19][C:20]1[CH:25]=[CH:24][C:23](I)=[CH:22][CH:21]=1.CCN(CC)CC.C(#N)C. The catalyst is CCOC(C)=O.[Cu]I.Cl[Pd](Cl)([P](C1C=CC=CC=1)(C1C=CC=CC=1)C1C=CC=CC=1)[P](C1C=CC=CC=1)(C1C=CC=CC=1)C1C=CC=CC=1. The product is [C:1]([O:5][C:6](=[O:16])[NH:7][C:8]1[CH:13]=[CH:12][CH:11]=[C:10]([C:14]#[C:15][C:23]2[CH:24]=[CH:25][C:20]([O:19][CH:18]([F:27])[F:17])=[CH:21][CH:22]=2)[CH:9]=1)([CH3:4])([CH3:3])[CH3:2]. The yield is 1.00. (3) The reactants are Cl[C:2]1[N:11]=[C:10]([NH:12][CH2:13][CH:14]([C:21]2[CH:26]=[CH:25][CH:24]=[CH:23][CH:22]=2)[C:15]2[CH:20]=[CH:19][CH:18]=[CH:17][CH:16]=2)[C:9]2[C:4](=[CH:5][CH:6]=[CH:7][CH:8]=2)[N:3]=1.[CH3:27][N:28]1[CH:32]=[C:31](B2OC(C)(C)C(C)(C)O2)[CH:30]=[N:29]1.C(NC1C2C(=CC=CC=2)N=C(C2SC3C=CC=CC=3C=2)N=1)(C1C=CC=CC=1)C1C=CC=CC=1. The catalyst is C1CCCCC1.CCOC(C)=O. The product is [C:15]1([CH:14]([C:21]2[CH:26]=[CH:25][CH:24]=[CH:23][CH:22]=2)[CH2:13][NH:12][C:10]2[C:9]3[C:4](=[CH:5][CH:6]=[CH:7][CH:8]=3)[N:3]=[C:2]([C:31]3[CH:30]=[N:29][N:28]([CH3:27])[CH:32]=3)[N:11]=2)[CH:20]=[CH:19][CH:18]=[CH:17][CH:16]=1. The yield is 0.950.